The task is: Regression. Given two drug SMILES strings and cell line genomic features, predict the synergy score measuring deviation from expected non-interaction effect.. This data is from NCI-60 drug combinations with 297,098 pairs across 59 cell lines. (1) Drug 1: COC1=C(C=C2C(=C1)N=CN=C2NC3=CC(=C(C=C3)F)Cl)OCCCN4CCOCC4. Drug 2: C1C(C(OC1N2C=NC3=C2NC=NCC3O)CO)O. Cell line: HCT116. Synergy scores: CSS=3.60, Synergy_ZIP=-5.53, Synergy_Bliss=-7.60, Synergy_Loewe=-6.15, Synergy_HSA=-6.36. (2) Drug 1: C1CN1C2=NC(=NC(=N2)N3CC3)N4CC4. Drug 2: C1CN(CCN1C(=O)CCBr)C(=O)CCBr. Cell line: SR. Synergy scores: CSS=70.6, Synergy_ZIP=-2.17, Synergy_Bliss=-2.88, Synergy_Loewe=-4.17, Synergy_HSA=-1.08. (3) Drug 1: C1=CC(=CC=C1CCCC(=O)O)N(CCCl)CCCl. Drug 2: CC(C)(C#N)C1=CC(=CC(=C1)CN2C=NC=N2)C(C)(C)C#N. Cell line: SK-MEL-5. Synergy scores: CSS=7.35, Synergy_ZIP=-6.71, Synergy_Bliss=-2.27, Synergy_Loewe=-3.74, Synergy_HSA=-3.74. (4) Drug 1: CCCCC(=O)OCC(=O)C1(CC(C2=C(C1)C(=C3C(=C2O)C(=O)C4=C(C3=O)C=CC=C4OC)O)OC5CC(C(C(O5)C)O)NC(=O)C(F)(F)F)O. Drug 2: CS(=O)(=O)OCCCCOS(=O)(=O)C. Cell line: EKVX. Synergy scores: CSS=41.5, Synergy_ZIP=-1.97, Synergy_Bliss=-1.40, Synergy_Loewe=-17.9, Synergy_HSA=-0.306.